Dataset: Full USPTO retrosynthesis dataset with 1.9M reactions from patents (1976-2016). Task: Predict the reactants needed to synthesize the given product. (1) Given the product [C:2]([NH:5][CH2:6][CH2:7][NH2:8])(=[O:4])[CH3:3].[OH2:43].[OH:43][N:19]1[C:18]2[CH:17]=[CH:16][CH:12]=[CH:53][C:54]=2[N:49]=[N:20]1.[ClH:1].[CH2:9]([N:8]=[C:7]=[N:28][CH2:36][CH2:53][CH2:54][N:49]([CH3:48])[CH3:50])[CH3:10], predict the reactants needed to synthesize it. The reactants are: [ClH:1].[C:2]([NH:5][CH2:6][CH2:7][NH:8][C:9](=O)[C:10]1C=CC=[C:12](/[CH:16]=[CH:17]/[C:18]2C3C(=CC=CC=3)[NH:20][N:19]=2)C=1)(=[O:4])[CH3:3].[NH:28]1[C:36]2C(=CC=CC=2)C(/C=C/C2C=C(C=CC=2)C(O)=[O:43])=N1.[CH3:48][N:49]1[CH2:54][CH2:53]OC[CH2:50]1. (2) The reactants are: C1(C)C=C(C)C=C(C)C=1C[C:10](O)=[S:11].C(N([CH:20]([CH3:22])[CH3:21])CC)(C)C.N[N:24]([CH:32]=[NH:33])[C:25](=[O:31])[O:26][C:27]([CH3:30])([CH3:29])[CH3:28].[OH2:34].ON1C2[CH:41]=[CH:42][CH:43]=[CH:44][C:39]=2N=N1.F[P-](F)(F)(F)(F)F.N1(OC(N(C)C)=[N+](C)C)C2C=CC=[CH:60][C:55]=2N=N1.C[N:70](C)C=O. Given the product [NH:70]=[C:32]([NH:24][C:25](=[O:31])[O:26][C:27]([CH3:30])([CH3:29])[CH3:28])[NH:33][C:55](=[O:34])[CH2:60][S:11][C:10]1[C:44]([CH3:39])=[CH:43][C:42]([CH3:41])=[CH:22][C:20]=1[CH3:21], predict the reactants needed to synthesize it.